This data is from Peptide-MHC class II binding affinity with 134,281 pairs from IEDB. The task is: Regression. Given a peptide amino acid sequence and an MHC pseudo amino acid sequence, predict their binding affinity value. This is MHC class II binding data. (1) The peptide sequence is VLIFILLTAIAPSMT. The MHC is DRB1_0802 with pseudo-sequence DRB1_0802. The binding affinity (normalized) is 0.697. (2) The peptide sequence is DSAFDVLSFTAEEKAGVYK. The MHC is H-2-IAk with pseudo-sequence H-2-IAk. The binding affinity (normalized) is 0.0204. (3) The binding affinity (normalized) is 0.312. The peptide sequence is ANWIEIMRIKKLTIT. The MHC is DRB1_0901 with pseudo-sequence DRB1_0901. (4) The peptide sequence is AFLVAATAANAAPAN. The MHC is DRB1_1001 with pseudo-sequence DRB1_1001. The binding affinity (normalized) is 0.688. (5) The peptide sequence is ELKESWGAIWRIDTP. The MHC is HLA-DPA10103-DPB10201 with pseudo-sequence HLA-DPA10103-DPB10201. The binding affinity (normalized) is 0.298. (6) The peptide sequence is FRDRARVPLTSNNGI. The MHC is HLA-DPA10301-DPB10402 with pseudo-sequence HLA-DPA10301-DPB10402. The binding affinity (normalized) is 0.332.